From a dataset of Peptide-MHC class II binding affinity with 134,281 pairs from IEDB. Regression. Given a peptide amino acid sequence and an MHC pseudo amino acid sequence, predict their binding affinity value. This is MHC class II binding data. (1) The peptide sequence is SCGLYKQPGVPVRWK. The MHC is DRB5_0101 with pseudo-sequence DRB5_0101. The binding affinity (normalized) is 0.785. (2) The peptide sequence is GQVVTYALNTFTNLAVQL. The MHC is DRB1_0301 with pseudo-sequence DRB1_0301. The binding affinity (normalized) is 0.228.